From a dataset of Full USPTO retrosynthesis dataset with 1.9M reactions from patents (1976-2016). Predict the reactants needed to synthesize the given product. (1) Given the product [F:1][C:2]1[CH:3]=[C:4]([I:9])[C:5]([O:8][CH2:13][CH2:14][O:15][CH:16]2[CH2:21][CH2:20][CH2:19][CH2:18][O:17]2)=[CH:6][N:7]=1, predict the reactants needed to synthesize it. The reactants are: [F:1][C:2]1[N:7]=[CH:6][C:5]([OH:8])=[C:4]([I:9])[CH:3]=1.[H-].[Na+].Br[CH2:13][CH2:14][O:15][CH:16]1[CH2:21][CH2:20][CH2:19][CH2:18][O:17]1. (2) The reactants are: C[O:2][C:3](=[O:26])[C:4]1[CH:9]=[C:8]([C:10]2[O:18][C:17]3[C:12](=[N:13][CH:14]=[CH:15][C:16]=3[C:19]3[CH:24]=[CH:23][CH:22]=[CH:21][CH:20]=3)[CH:11]=2)[CH:7]=[C:6]([CH3:25])[CH:5]=1.[Li+].[OH-]. Given the product [CH3:25][C:6]1[CH:5]=[C:4]([CH:9]=[C:8]([C:10]2[O:18][C:17]3[C:12](=[N:13][CH:14]=[CH:15][C:16]=3[C:19]3[CH:24]=[CH:23][CH:22]=[CH:21][CH:20]=3)[CH:11]=2)[CH:7]=1)[C:3]([OH:26])=[O:2], predict the reactants needed to synthesize it.